Dataset: HIV replication inhibition screening data with 41,000+ compounds from the AIDS Antiviral Screen. Task: Binary Classification. Given a drug SMILES string, predict its activity (active/inactive) in a high-throughput screening assay against a specified biological target. (1) The drug is CCOC(=O)N(CCCCCCNC(c1ccccc1)S(=O)(=O)O)c1ccccc1. The result is 0 (inactive). (2) The drug is CCOC(=O)Nc1cc2c(c(N)n1)N=C(c1ccc(Cl)cc1Cl)CN2. The result is 0 (inactive). (3) The drug is CC(=CC(=O)O)CCC=C(C)C(=O)O. The result is 0 (inactive).